This data is from Peptide-MHC class II binding affinity with 134,281 pairs from IEDB. The task is: Regression. Given a peptide amino acid sequence and an MHC pseudo amino acid sequence, predict their binding affinity value. This is MHC class II binding data. (1) The peptide sequence is TIAAMMTSPLSVASM. The MHC is DRB4_0101 with pseudo-sequence DRB4_0103. The binding affinity (normalized) is 0.746. (2) The peptide sequence is GELQIVDKIVAAFKI. The MHC is DRB5_0101 with pseudo-sequence DRB5_0101. The binding affinity (normalized) is 0.807. (3) The peptide sequence is SNPKFENIAEGLRAL. The MHC is HLA-DQA10101-DQB10501 with pseudo-sequence HLA-DQA10101-DQB10501. The binding affinity (normalized) is 0.105. (4) The peptide sequence is AYESYKFIPALEAAV. The binding affinity (normalized) is 0.450. The MHC is DRB1_1201 with pseudo-sequence DRB1_1201. (5) The peptide sequence is FNILTGKKITAHLKRHHHHHH. The MHC is DRB3_0202 with pseudo-sequence DRB3_0202. The binding affinity (normalized) is 0.303. (6) The peptide sequence is PATAWSLYAVTTAVLTPL. The MHC is DRB1_0301 with pseudo-sequence DRB1_0301. The binding affinity (normalized) is 0.312. (7) The peptide sequence is VASRKASNTILPLMA. The MHC is DRB3_0101 with pseudo-sequence DRB3_0101. The binding affinity (normalized) is 0.439. (8) The peptide sequence is IISTFHLSIPNFNQY. The MHC is DRB1_0901 with pseudo-sequence DRB1_0901. The binding affinity (normalized) is 0.770. (9) The peptide sequence is LLAAADELVGGPPVE. The MHC is DRB1_0404 with pseudo-sequence DRB1_0404. The binding affinity (normalized) is 0.0501. (10) The peptide sequence is AKPDGKTDCTKEVEE. The MHC is HLA-DQA10102-DQB10602 with pseudo-sequence HLA-DQA10102-DQB10602. The binding affinity (normalized) is 0.0791.